Dataset: Full USPTO retrosynthesis dataset with 1.9M reactions from patents (1976-2016). Task: Predict the reactants needed to synthesize the given product. (1) Given the product [Br:16][C:17]1[C:26]2[C:21](=[CH:22][CH:23]=[CH:24][CH:25]=2)[C:20]([S:27]([NH:35][C:32]([CH3:34])([CH3:33])[CH3:31])(=[O:29])=[O:28])=[CH:19][CH:18]=1, predict the reactants needed to synthesize it. The reactants are: BrC1C=CC(S(Cl)(=O)=O)=C(F)C=1C(F)F.[Br:16][C:17]1[C:26]2[C:21](=[CH:22][CH:23]=[CH:24][CH:25]=2)[C:20]([S:27](Cl)(=[O:29])=[O:28])=[CH:19][CH:18]=1.[CH3:31][C:32]([NH2:35])([CH3:34])[CH3:33]. (2) Given the product [CH:19]([N:15]1[C:14]([C:8]2[S:9][C:10]3[CH2:11][CH2:12][O:13][C:4]4[CH:3]=[C:2]([OH:24])[CH:23]=[CH:22][C:5]=4[C:6]=3[N:7]=2)=[N:18][CH:17]=[N:16]1)([CH3:21])[CH3:20], predict the reactants needed to synthesize it. The reactants are: Br[C:2]1[CH:23]=[CH:22][C:5]2[C:6]3[N:7]=[C:8]([C:14]4[N:15]([CH:19]([CH3:21])[CH3:20])[N:16]=[CH:17][N:18]=4)[S:9][C:10]=3[CH2:11][CH2:12][O:13][C:4]=2[CH:3]=1.[OH-:24].[K+].C(P(C(C)(C)C)C1C(C)=C(C)C(C)=C(C)C=1C1C(C(C)C)=CC(C(C)C)=CC=1C(C)C)(C)(C)C.O. (3) Given the product [C:6]([OH:10])(=[O:9])[CH:7]=[CH2:8].[C:11]([O:15][CH2:16][OH:17])(=[O:14])[CH:12]=[CH2:13].[C:18]([O:22][CH3:23])(=[O:21])[CH:19]=[CH2:20], predict the reactants needed to synthesize it. The reactants are: C1COCC1.[C:6]([OH:10])(=[O:9])[CH:7]=[CH2:8].[C:11]([O:15][CH2:16][OH:17])(=[O:14])[CH:12]=[CH2:13].[C:18]([O:22][CH3:23])(=[O:21])[CH:19]=[CH2:20]. (4) Given the product [CH3:13][N:14]([CH:16]=[N:10][C:8]([C:5]1[S:4][N:3]=[C:2]([Cl:1])[C:6]=1[Cl:7])=[O:9])[CH3:15], predict the reactants needed to synthesize it. The reactants are: [Cl:1][C:2]1[C:6]([Cl:7])=[C:5]([C:8]([NH2:10])=[O:9])[S:4][N:3]=1.CO[CH:13](OC)[N:14]([CH3:16])[CH3:15]. (5) Given the product [C:17]([O:16][C:14]([CH:13]1[CH2:12][CH2:11][CH2:10][S:9](=[O:22])(=[O:21])[NH:8]1)=[O:15])([CH3:20])([CH3:18])[CH3:19], predict the reactants needed to synthesize it. The reactants are: C(OC([N:8]1[CH:13]([C:14]([O:16][C:17]([CH3:20])([CH3:19])[CH3:18])=[O:15])[CH2:12][CH2:11][CH2:10][S:9]1(=[O:22])=[O:21])=O)(C)(C)C.C(O)(C(F)(F)F)=O.C1(C)C=CC=CC=1. (6) The reactants are: [CH:1]([N:4]([CH2:8]C)[CH:5](C)C)(C)C.F[C:11](F)(F)[C:12]([OH:14])=O.[CH2:17]([N:19]([CH2:47][CH3:48])[C:20]([NH:22][C:23]1[C:24]([C:28]2[NH:32][C:31]3[CH:33]=[C:34]([O:38][CH2:39][CH2:40]N4CCCCC4)[C:35]([F:37])=[CH:36][C:30]=3[N:29]=2)=[N:25][NH:26][CH:27]=1)=[O:21])[CH3:18].[CH2:49]1[CH2:53]OC[CH2:50]1. Given the product [CH3:8][N:4]([CH3:1])[CH2:5][CH2:40][CH2:39][O:38][C:34]1[C:35]([F:37])=[CH:36][C:30]2[N:29]=[C:28]([C:24]3[C:23]([NH:22][C:20](=[O:21])[N:19]([CH2:17][CH3:18])[CH2:47][CH3:48])=[CH:27][N:26]([CH:12]4[CH2:11][CH2:53][CH2:49][CH2:50][O:14]4)[N:25]=3)[NH:32][C:31]=2[CH:33]=1, predict the reactants needed to synthesize it. (7) The reactants are: [C:1]([O-:4])(=[O:3])[CH3:2].[Na+].[CH3:6][O:7][CH:8]([CH:11]=[CH2:12])[CH2:9]O.C(OC(=O)C)(=O)C.C(=O)(O)[O-].[Na+]. Given the product [C:1]([O:4][CH2:9][CH:8]([O:7][CH3:6])[CH:11]=[CH2:12])(=[O:3])[CH3:2], predict the reactants needed to synthesize it.